From a dataset of Catalyst prediction with 721,799 reactions and 888 catalyst types from USPTO. Predict which catalyst facilitates the given reaction. (1) Reactant: C[Si]([N-][Si](C)(C)C)(C)C.[Li+].F[C:12]1[CH:17]=[C:16]([O:18][CH3:19])[CH:15]=[CH:14][C:13]=1[C:20]1[NH:29][C:28](=[O:30])[C:27]2[C:22](=[CH:23][C:24]([O:33][CH3:34])=[CH:25][C:26]=2[O:31][CH3:32])[N:21]=1.[N:35]1([CH2:40][CH2:41][NH2:42])[CH2:39][CH2:38][CH2:37][CH2:36]1. Product: [CH3:32][O:31][C:26]1[CH:25]=[C:24]([O:33][CH3:34])[CH:23]=[C:22]2[C:27]=1[C:28](=[O:30])[NH:29][C:20]([C:13]1[CH:14]=[CH:15][C:16]([O:18][CH3:19])=[CH:17][C:12]=1[NH:42][CH2:41][CH2:40][N:35]1[CH2:39][CH2:38][CH2:37][CH2:36]1)=[N:21]2. The catalyst class is: 598. (2) Reactant: [C:1]([Si:5]([CH3:21])([CH3:20])[O:6][CH2:7][CH2:8][NH:9][C:10]1[N:18]=[C:17]([Cl:19])[CH:16]=[CH:15][C:11]=1[C:12]([NH2:14])=O)([CH3:4])([CH3:3])[CH3:2].N1C=CC=CC=1.O=P(Cl)(Cl)Cl.[OH-].[Na+]. Product: [C:1]([Si:5]([CH3:21])([CH3:20])[O:6][CH2:7][CH2:8][NH:9][C:10]1[N:18]=[C:17]([Cl:19])[CH:16]=[CH:15][C:11]=1[C:12]#[N:14])([CH3:4])([CH3:3])[CH3:2]. The catalyst class is: 290. (3) Reactant: O[CH2:2][C:3]1[CH:4]=[CH:5][C:6]([O:11][C:12]([F:15])([F:14])[F:13])=[C:7]([CH:10]=1)[C:8]#[N:9].S(Cl)([Cl:18])=O.O. Product: [Cl:18][CH2:2][C:3]1[CH:4]=[CH:5][C:6]([O:11][C:12]([F:15])([F:14])[F:13])=[C:7]([CH:10]=1)[C:8]#[N:9]. The catalyst class is: 11. (4) Reactant: [Cl:1][C:2]1[CH:3]=[C:4]([C:11]2[CH:15]=[CH:14][N:13]([CH2:16][C@@H:17]([NH:19][C:20]([C:22]3[O:26][N:25]=[C:24]([C:27]4[N:28]=[CH:29][N:30](C(C5C=CC=CC=5)(C5C=CC=CC=5)C5C=CC=CC=5)[CH:31]=4)[N:23]=3)=[O:21])[CH3:18])[N:12]=2)[CH:5]=[C:6]([F:10])[C:7]=1[C:8]#[N:9].C1COCC1.C(O)=O. Product: [Cl:1][C:2]1[CH:3]=[C:4]([C:11]2[CH:15]=[CH:14][N:13]([CH2:16][C@@H:17]([NH:19][C:20]([C:22]3[O:26][N:25]=[C:24]([C:27]4[N:28]=[CH:29][NH:30][CH:31]=4)[N:23]=3)=[O:21])[CH3:18])[N:12]=2)[CH:5]=[C:6]([F:10])[C:7]=1[C:8]#[N:9]. The catalyst class is: 6. (5) Reactant: [OH-].[Na+].[CH2:3]([O:10][CH2:11][C:12]([CH2:24][O:25][CH2:26][C:27]1[CH:32]=[CH:31][CH:30]=[CH:29][CH:28]=1)([CH3:23])[C:13]([O:15]CC1C=CC=CC=1)=[O:14])[C:4]1[CH:9]=[CH:8][CH:7]=[CH:6][CH:5]=1.O.C(OCC)(=O)C. Product: [CH2:3]([O:10][CH2:11][C:12]([CH2:24][O:25][CH2:26][C:27]1[CH:28]=[CH:29][CH:30]=[CH:31][CH:32]=1)([CH3:23])[C:13]([OH:15])=[O:14])[C:4]1[CH:5]=[CH:6][CH:7]=[CH:8][CH:9]=1. The catalyst class is: 1.